Dataset: Catalyst prediction with 721,799 reactions and 888 catalyst types from USPTO. Task: Predict which catalyst facilitates the given reaction. (1) Reactant: C[O:2][C:3]([C:5]1[N:6]=[CH:7][C:8]2[N:9]([CH:20]=[N:21][CH:22]=2)[C:10]=1[NH:11][C:12]1[CH:17]=[CH:16][C:15]([I:18])=[CH:14][C:13]=1[F:19])=[O:4].[OH-].C[Sn+](C)C. Product: [F:19][C:13]1[CH:14]=[C:15]([I:18])[CH:16]=[CH:17][C:12]=1[NH:11][C:10]1[N:9]2[CH:20]=[N:21][CH:22]=[C:8]2[CH:7]=[N:6][C:5]=1[C:3]([OH:4])=[O:2]. The catalyst class is: 26. (2) Reactant: [CH:1]1([N:7]([CH2:21][CH:22]=O)[CH:8]2[CH2:13][CH2:12][N:11]([C:14]([O:16][C:17]([CH3:20])([CH3:19])[CH3:18])=[O:15])[CH2:10][CH2:9]2)[CH2:6][CH2:5][CH2:4][CH2:3][CH2:2]1.Cl.[CH3:25][NH:26][O:27][CH3:28].C(O[BH-](OC(=O)C)OC(=O)C)(=O)C.[Na+].CO. Product: [CH:1]1([N:7]([CH2:21][CH2:22][N:26]([O:27][CH3:28])[CH3:25])[CH:8]2[CH2:9][CH2:10][N:11]([C:14]([O:16][C:17]([CH3:19])([CH3:20])[CH3:18])=[O:15])[CH2:12][CH2:13]2)[CH2:2][CH2:3][CH2:4][CH2:5][CH2:6]1. The catalyst class is: 4. (3) Reactant: [N:1]([C@H:4]1[C@@H:8]([N:9]=[N+]=[N-])[CH2:7][O:6][CH2:5]1)=[N+]=[N-].[ClH:12].[H][H]. Product: [ClH:12].[ClH:12].[O:6]1[CH2:7][C@H:8]([NH2:9])[C@H:4]([NH2:1])[CH2:5]1. The catalyst class is: 563. (4) Reactant: [ClH:1].C([S:5][CH:6]1[CH2:11][CH2:10][N:9]([CH:12]([C:18]2[CH:23]=[CH:22][CH:21]=[CH:20][C:19]=2[F:24])[C:13]([CH:15]2[CH2:17][CH2:16]2)=[O:14])[CH2:8]/[C:7]/1=[CH:25]\[C:26]1[N:30]=[CH:29][N:28]([CH2:31][C:32]([O:34][CH3:35])=[O:33])[N:27]=1)(=O)C.C(=O)([O-])[O-].[K+].[K+]. Product: [ClH:1].[CH:15]1([C:13](=[O:14])[CH:12]([N:9]2[CH2:10][CH2:11][CH:6]([SH:5])/[C:7](=[CH:25]/[C:26]3[N:30]=[CH:29][N:28]([CH2:31][C:32]([O:34][CH3:35])=[O:33])[N:27]=3)/[CH2:8]2)[C:18]2[CH:23]=[CH:22][CH:21]=[CH:20][C:19]=2[F:24])[CH2:17][CH2:16]1. The catalyst class is: 10. (5) Reactant: [S:1]1[CH:5]=[C:4]([C:6]2[N:7]=[CH:8][N:9]([C:11]3[CH:12]=[N:13][NH:14][C:15]=3[NH2:16])[CH:10]=2)[N:3]=[CH:2]1.[CH2:17]([CH:19]([C:25](=O)[CH3:26])[C:20](OCC)=[O:21])[CH3:18]. Product: [CH2:25]([C:19]1[C:20](=[O:21])[N:14]2[N:13]=[CH:12][C:11]([N:9]3[CH:10]=[C:6]([C:4]4[N:3]=[CH:2][S:1][CH:5]=4)[N:7]=[CH:8]3)=[C:15]2[NH:16][C:17]=1[CH3:18])[CH3:26]. The catalyst class is: 15. (6) Reactant: [Br:1][C:2]1[CH:3]=[C:4]([C:22]([O:24]C)=O)[C:5]2[NH:6][C:7]3[CH:8]=[C:9]([N:15]4[CH2:20][CH2:19][N:18]([CH3:21])[CH2:17][CH2:16]4)[CH:10]=[CH:11][C:12]=3[C:13]=2[N:14]=1.[NH3:26]. Product: [Br:1][C:2]1[CH:3]=[C:4]([C:22]([NH2:26])=[O:24])[C:5]2[NH:6][C:7]3[CH:8]=[C:9]([N:15]4[CH2:20][CH2:19][N:18]([CH3:21])[CH2:17][CH2:16]4)[CH:10]=[CH:11][C:12]=3[C:13]=2[N:14]=1. The catalyst class is: 5.